The task is: Predict the reactants needed to synthesize the given product.. This data is from Full USPTO retrosynthesis dataset with 1.9M reactions from patents (1976-2016). (1) Given the product [O:11]=[C:10]1[C:9]2[CH:12]=[CH:13][CH:14]=[CH:15][C:8]=2[O:7][C:6]2[CH:16]=[CH:17][CH:18]=[CH:19][C:5]=2[N:4]1[CH2:1][C:2]#[C:3][C:21]1[CH:30]=[CH:29][C:24]([C:25]([O:27][CH3:28])=[O:26])=[CH:23][CH:22]=1, predict the reactants needed to synthesize it. The reactants are: [CH2:1]([N:4]1[C:10](=[O:11])[C:9]2[CH:12]=[CH:13][CH:14]=[CH:15][C:8]=2[O:7][C:6]2[CH:16]=[CH:17][CH:18]=[CH:19][C:5]1=2)[C:2]#[CH:3].I[C:21]1[CH:30]=[CH:29][C:24]([C:25]([O:27][CH3:28])=[O:26])=[CH:23][CH:22]=1.C(N(CC)CC)C.C(OCC)(=O)C. (2) Given the product [O:55]1[CH2:56][CH2:57][CH:52]([CH2:51][N:48]2[C:47]3[CH:58]=[C:43]([C:9]4[CH:14]=[CH:13][N:12]=[C:11]5[N:15]([S:31]([C:34]6[CH:35]=[CH:36][C:37]([CH3:38])=[CH:39][CH:40]=6)(=[O:33])=[O:32])[C:16]([C:18]6[CH2:23][CH2:22][N:21]([C:24]([O:26][C:27]([CH3:30])([CH3:29])[CH3:28])=[O:25])[CH2:20][CH:19]=6)=[CH:17][C:10]=45)[CH:44]=[CH:45][C:46]=3[N:50]=[N:49]2)[CH2:53][CH2:54]1, predict the reactants needed to synthesize it. The reactants are: CC1(C)C(C)(C)OB([C:9]2[CH:14]=[CH:13][N:12]=[C:11]3[N:15]([S:31]([C:34]4[CH:40]=[CH:39][C:37]([CH3:38])=[CH:36][CH:35]=4)(=[O:33])=[O:32])[C:16]([C:18]4[CH2:23][CH2:22][N:21]([C:24]([O:26][C:27]([CH3:30])([CH3:29])[CH3:28])=[O:25])[CH2:20][CH:19]=4)=[CH:17][C:10]=23)O1.Br[C:43]1[CH:44]=[CH:45][C:46]2[N:50]=[N:49][N:48]([CH2:51][CH:52]3[CH2:57][CH2:56][O:55][CH2:54][CH2:53]3)[C:47]=2[CH:58]=1.C(=O)(O)[O-].[Na+]. (3) Given the product [C:1]([C:5]1[S:9]/[C:8](=[N:10]\[C:11](=[O:23])[C:12]2[CH:17]=[C:16]([C:18]([F:21])([F:20])[F:19])[CH:15]=[CH:14][C:13]=2[O:39][CH2:38][CH:32]2[CH2:33][N:34]([CH3:37])[CH2:35][CH2:36][N:31]2[CH3:30])/[N:7]([CH2:24][C@@H:25]2[CH2:29][CH2:28][CH2:27][O:26]2)[CH:6]=1)([CH3:4])([CH3:3])[CH3:2], predict the reactants needed to synthesize it. The reactants are: [C:1]([C:5]1[S:9]/[C:8](=[N:10]\[C:11](=[O:23])[C:12]2[CH:17]=[C:16]([C:18]([F:21])([F:20])[F:19])[CH:15]=[CH:14][C:13]=2F)/[N:7]([CH2:24][C@@H:25]2[CH2:29][CH2:28][CH2:27][O:26]2)[CH:6]=1)([CH3:4])([CH3:3])[CH3:2].[CH3:30][N:31]1[CH2:36][CH2:35][N:34]([CH3:37])[CH2:33][CH:32]1[CH2:38][OH:39]. (4) Given the product [Cl:7][C:8]1[CH:15]=[C:14]([Cl:16])[CH:13]=[C:10]([CH:11]=[N:6][CH2:5][CH2:4][CH2:3][NH:2][CH3:1])[C:9]=1[OH:17], predict the reactants needed to synthesize it. The reactants are: [CH3:1][NH:2][CH2:3][CH2:4][CH2:5][NH2:6].[Cl:7][C:8]1[C:9]([OH:17])=[C:10]([CH:13]=[C:14]([Cl:16])[CH:15]=1)[CH:11]=O. (5) Given the product [CH3:1][C:2]1[N:7]=[C:6]([CH2:8][O:9][C:13]2[CH:22]=[C:21]([C:23]3[CH:24]=[N:25][CH:26]=[CH:27][CH:28]=3)[C:20]3[CH2:19][CH2:18][CH2:17][CH2:16][C:15]=3[N:14]=2)[CH:5]=[CH:4][CH:3]=1, predict the reactants needed to synthesize it. The reactants are: [CH3:1][C:2]1[N:7]=[C:6]([CH2:8][OH:9])[CH:5]=[CH:4][CH:3]=1.[H-].[Na+].Cl[C:13]1[CH:22]=[C:21]([C:23]2[CH:24]=[N:25][CH:26]=[CH:27][CH:28]=2)[C:20]2[CH2:19][CH2:18][CH2:17][CH2:16][C:15]=2[N:14]=1.O.